From a dataset of Experimentally validated miRNA-target interactions with 360,000+ pairs, plus equal number of negative samples. Binary Classification. Given a miRNA mature sequence and a target amino acid sequence, predict their likelihood of interaction. The miRNA is mmu-miR-455-5p with sequence UAUGUGCCUUUGGACUACAUCG. The protein sequence of the target gene is MAGENFATPFHGHVGRGAFSDVYEPAEDTFLLLDALEAAAAELAGVEICLEVGSGSGVVSAFLASMIGPQALYMCTDINPEAAACTLETARCNKVHIQPVITDLVKGLLPRLTEKVDLLVFNPPYVVTPPQEVGSHGIEAAWAGGRNGREVMDRFFPLVPDLLSPRGLFYLVTIKENNPEEILKIMKTKGLQGTTALSRQAGQETLSVLKFTKS. Result: 0 (no interaction).